Dataset: Full USPTO retrosynthesis dataset with 1.9M reactions from patents (1976-2016). Task: Predict the reactants needed to synthesize the given product. Given the product [Br:25][C:5]1[C:6]([N:11]2[CH2:16][CH2:15][N:14]([CH2:17][C:18]([N:20]3[CH2:24][CH2:23][CH2:22][CH2:21]3)=[O:19])[CH2:13][CH2:12]2)=[C:7]2[N:8]=[C:32]([C:31]3[CH:34]=[CH:35][C:28]([N:27]([CH3:36])[CH3:26])=[CH:29][CH:30]=3)[NH:1][C:2]2=[N:3][CH:4]=1, predict the reactants needed to synthesize it. The reactants are: [NH2:1][C:2]1[C:7]([N+:8]([O-])=O)=[C:6]([N:11]2[CH2:16][CH2:15][N:14]([CH2:17][C:18]([N:20]3[CH2:24][CH2:23][CH2:22][CH2:21]3)=[O:19])[CH2:13][CH2:12]2)[C:5]([Br:25])=[CH:4][N:3]=1.[CH3:26][N:27]([CH3:36])[C:28]1[CH:35]=[CH:34][C:31]([CH:32]=O)=[CH:30][CH:29]=1.[O-]S(S([O-])=O)=O.[Na+].[Na+].